Dataset: Merck oncology drug combination screen with 23,052 pairs across 39 cell lines. Task: Regression. Given two drug SMILES strings and cell line genomic features, predict the synergy score measuring deviation from expected non-interaction effect. (1) Drug 1: O=C(CCCCCCC(=O)Nc1ccccc1)NO. Drug 2: Cn1cc(-c2cnn3c(N)c(Br)c(C4CCCNC4)nc23)cn1. Cell line: NCIH23. Synergy scores: synergy=13.3. (2) Drug 1: O=c1[nH]cc(F)c(=O)[nH]1. Drug 2: O=C(NOCC(O)CO)c1ccc(F)c(F)c1Nc1ccc(I)cc1F. Cell line: RKO. Synergy scores: synergy=9.45. (3) Drug 1: O=P1(N(CCCl)CCCl)NCCCO1. Drug 2: CCc1cnn2c(NCc3ccc[n+]([O-])c3)cc(N3CCCCC3CCO)nc12. Cell line: OVCAR3. Synergy scores: synergy=1.52. (4) Drug 1: N#Cc1ccc(Cn2cncc2CN2CCN(c3cccc(Cl)c3)C(=O)C2)cc1. Drug 2: C=CCn1c(=O)c2cnc(Nc3ccc(N4CCN(C)CC4)cc3)nc2n1-c1cccc(C(C)(C)O)n1. Cell line: EFM192B. Synergy scores: synergy=22.5. (5) Drug 1: N#Cc1ccc(Cn2cncc2CN2CCN(c3cccc(Cl)c3)C(=O)C2)cc1. Cell line: EFM192B. Drug 2: O=C(CCCCCCC(=O)Nc1ccccc1)NO. Synergy scores: synergy=11.0.